From a dataset of Peptide-MHC class I binding affinity with 185,985 pairs from IEDB/IMGT. Regression. Given a peptide amino acid sequence and an MHC pseudo amino acid sequence, predict their binding affinity value. This is MHC class I binding data. (1) The peptide sequence is IPRACQKSL. The MHC is HLA-B44:02 with pseudo-sequence HLA-B44:02. The binding affinity (normalized) is 0.0847. (2) The peptide sequence is GHLAASVTL. The MHC is HLA-B15:17 with pseudo-sequence HLA-B15:17. The binding affinity (normalized) is 0.0847. (3) The peptide sequence is GQMYNMNTL. The MHC is HLA-B27:03 with pseudo-sequence HLA-B27:03. The binding affinity (normalized) is 0.0847. (4) The peptide sequence is AYDDAEQMY. The binding affinity (normalized) is 0.0847. The MHC is HLA-B40:01 with pseudo-sequence HLA-B40:01. (5) The peptide sequence is SSALLWMASV. The MHC is HLA-A68:02 with pseudo-sequence HLA-A68:02. The binding affinity (normalized) is 0.645.